This data is from Full USPTO retrosynthesis dataset with 1.9M reactions from patents (1976-2016). The task is: Predict the reactants needed to synthesize the given product. Given the product [CH3:1][C:2]1[CH:3]=[CH:4][C:5]([C:8]2[O:12][N:11]=[CH:10][C:9]=2[CH2:13][CH2:14][CH2:15][OH:16])=[CH:6][CH:7]=1, predict the reactants needed to synthesize it. The reactants are: [CH3:1][C:2]1[CH:7]=[CH:6][C:5]([C:8]2[O:12][N:11]=[CH:10][C:9]=2[CH2:13][CH2:14][C:15](OC)=[O:16])=[CH:4][CH:3]=1.[H-].C([Al+]CC(C)C)C(C)C.O.O.O.O.O.O.O.O.O.O.[O-]S([O-])(=O)=O.[Na+].[Na+].